This data is from Reaction yield outcomes from USPTO patents with 853,638 reactions. The task is: Predict the reaction yield, written as a fraction of the theoretical maximum amount of product (1.0 means a 100% yield; for example, 0.34 means a 34% yield). (1) The reactants are [NH2:1][C:2]1[C:10]([NH:11][C:12]2[CH:16]=[C:15]([CH:17]3[CH2:19][CH2:18]3)[NH:14][N:13]=2)=[CH:9][C:8]([NH:20][C@H:21]([C:23]2[CH:28]=[CH:27][C:26]([F:29])=[CH:25][CH:24]=2)[CH3:22])=[CH:7][C:3]=1[C:4]([NH2:6])=[O:5].[C:30](O)(=O)C.C(N)=N.C(=O)(O)[O-].[Na+].CCOC(C)=O. The catalyst is CCO. The product is [CH:17]1([C:15]2[NH:14][N:13]=[C:12]([N:11]3[C:10]4[CH:9]=[C:8]([NH:20][C@H:21]([C:23]5[CH:28]=[CH:27][C:26]([F:29])=[CH:25][CH:24]=5)[CH3:22])[CH:7]=[C:3]([C:4]([NH2:6])=[O:5])[C:2]=4[N:1]=[CH:30]3)[CH:16]=2)[CH2:19][CH2:18]1. The yield is 0.110. (2) The reactants are [CH3:1][N:2]([CH3:27])[CH2:3][CH2:4][NH:5][CH2:6][CH:7]1[CH2:12][CH2:11][N:10]([C:13]2[CH:18]=[CH:17][C:16]([NH:19]C(=O)OC(C)(C)C)=[CH:15][CH:14]=2)[CH2:9][CH2:8]1.[ClH:28]. The catalyst is O1CCOCC1. The product is [ClH:28].[ClH:28].[ClH:28].[ClH:28].[NH2:19][C:16]1[CH:17]=[CH:18][C:13]([N:10]2[CH2:9][CH2:8][CH:7]([CH2:6][NH:5][CH2:4][CH2:3][N:2]([CH3:27])[CH3:1])[CH2:12][CH2:11]2)=[CH:14][CH:15]=1. The yield is 0.690. (3) The reactants are [CH2:1]1[O:15][C:4]([CH:8]2[CH2:13][CH2:12][C:11](=[O:14])[CH2:10]C2)(OCC)[O:3][CH2:2]1.Cl.CNOC.C[Mg]Cl.[CH2:24]1COC[CH2:25]1. No catalyst specified. The product is [CH2:2]1[O:3][C:4]2([CH2:8][CH2:13][CH:12]([C:11](=[O:14])[CH3:10])[CH2:25][CH2:24]2)[O:15][CH2:1]1. The yield is 0.990. (4) The reactants are Br[C:2]1[CH2:7][CH2:6][CH2:5][C:4](=[O:8])[CH:3]=1.[N:9]1[CH:14]=[CH:13][CH:12]=[C:11](B(O)O)[CH:10]=1. No catalyst specified. The product is [N:9]1[CH:14]=[CH:13][CH:12]=[C:11]([C:2]2[CH2:7][CH2:6][CH2:5][C:4](=[O:8])[CH:3]=2)[CH:10]=1. The yield is 0.540. (5) The reactants are [CH3:1][N:2]([CH3:6])[CH2:3][CH2:4][OH:5].[H-].[Na+].[Cl:9][C:10]1[CH:35]=[CH:34][CH:33]=[CH:32][C:11]=1[C:12]([NH:14][C:15](=[O:31])[NH:16][C:17]1[S:18][C:19]2[CH:25]=[C:24]([S:26]([CH:29]=[CH2:30])(=[O:28])=[O:27])[CH:23]=[CH:22][C:20]=2[N:21]=1)=[O:13]. The catalyst is C1COCC1. The product is [Cl:9][C:10]1[CH:35]=[CH:34][CH:33]=[CH:32][C:11]=1[C:12]([NH:14][C:15](=[O:31])[NH:16][C:17]1[S:18][C:19]2[CH:25]=[C:24]([S:26]([CH2:29][CH2:30][O:5][CH2:4][CH2:3][N:2]([CH3:6])[CH3:1])(=[O:28])=[O:27])[CH:23]=[CH:22][C:20]=2[N:21]=1)=[O:13]. The yield is 0.290. (6) The reactants are [NH2:1][C@H:2]([C:41]1[CH:46]=[CH:45][CH:44]=[CH:43][CH:42]=1)[CH2:3][N:4]1[C:9](=[O:10])[C:8]([N:11]2[CH2:16][CH2:15][N:14]([CH2:17][C:18]3[CH:23]=[CH:22][CH:21]=[C:20]([N+:24]([O-:26])=[O:25])[CH:19]=3)[CH2:13][CH2:12]2)=[C:7]([CH3:27])[N:6]([CH2:28][C:29]2[C:34]([C:35]([F:38])([F:37])[F:36])=[CH:33][CH:32]=[CH:31][C:30]=2[F:39])[C:5]1=[O:40].[C:47]([O:51][CH3:52])(=[O:50])[CH:48]=[CH2:49]. The catalyst is CO. The product is [CH3:52][O:51][C:47](=[O:50])[CH2:48][CH2:49][NH:1][C@H:2]([C:41]1[CH:42]=[CH:43][CH:44]=[CH:45][CH:46]=1)[CH2:3][N:4]1[C:9](=[O:10])[C:8]([N:11]2[CH2:12][CH2:13][N:14]([CH2:17][C:18]3[CH:23]=[CH:22][CH:21]=[C:20]([N+:24]([O-:26])=[O:25])[CH:19]=3)[CH2:15][CH2:16]2)=[C:7]([CH3:27])[N:6]([CH2:28][C:29]2[C:34]([C:35]([F:38])([F:36])[F:37])=[CH:33][CH:32]=[CH:31][C:30]=2[F:39])[C:5]1=[O:40]. The yield is 0.740. (7) The reactants are [OH:1][C:2]1[CH:3]=[CH:4][C:5]2[C:15]3[C:10](=[CH:11][N:12]=[C:13]([NH:16][C:17](=[O:19])[CH3:18])[CH:14]=3)[CH2:9][O:8][C:6]=2[CH:7]=1.[CH3:20][C@:21]1([CH2:38][C:39]([CH3:41])=[CH2:40])[CH2:25]OS(=O)(=O)[N:22]1[C:28]([O:30][CH2:31][C:32]1[CH:37]=[CH:36][CH:35]=[CH:34][CH:33]=1)=[O:29].C(=O)([O-])[O-].[K+].[K+].CN1C(=O)CCC1. The catalyst is O. The product is [C:17]([NH:16][C:13]1[CH:14]=[C:15]2[C:5]3[CH:4]=[CH:3][C:2]([O:1][CH2:25][C@:21]([NH:22][C:28](=[O:29])[O:30][CH2:31][C:32]4[CH:37]=[CH:36][CH:35]=[CH:34][CH:33]=4)([CH3:20])[CH2:38][C:39]([CH3:41])=[CH2:40])=[CH:7][C:6]=3[O:8][CH2:9][C:10]2=[CH:11][N:12]=1)(=[O:19])[CH3:18]. The yield is 0.680. (8) The reactants are [CH3:1][C:2]1[C:3]([N+:12]([O-])=O)=[C:4]([NH:8][CH2:9][CH2:10][CH3:11])[CH:5]=[CH:6][CH:7]=1. The catalyst is C1COCC1.[Pd]. The product is [CH3:1][C:2]1[CH:7]=[CH:6][CH:5]=[C:4]([NH:8][CH2:9][CH2:10][CH3:11])[C:3]=1[NH2:12]. The yield is 0.150. (9) The reactants are [Cl:1][C:2]1[CH:3]=[C:4]([CH:20]=[CH:21][C:22]=1[F:23])[CH2:5][C:6]1[C:7]([CH3:19])=[N:8][C:9]2[N:10]([N:13]=[CH:14][C:15]=2[C:16](O)=[O:17])[C:11]=1[CH3:12].Cl.[NH2:25][CH2:26][CH2:27][C:28]([NH2:30])=[O:29]. No catalyst specified. The product is [NH2:30][C:28](=[O:29])[CH2:27][CH2:26][NH:25][C:16]([C:15]1[CH:14]=[N:13][N:10]2[C:11]([CH3:12])=[C:6]([CH2:5][C:4]3[CH:20]=[CH:21][C:22]([F:23])=[C:2]([Cl:1])[CH:3]=3)[C:7]([CH3:19])=[N:8][C:9]=12)=[O:17]. The yield is 0.520.